Dataset: Full USPTO retrosynthesis dataset with 1.9M reactions from patents (1976-2016). Task: Predict the reactants needed to synthesize the given product. (1) Given the product [CH2:13]([NH:12][C:10]([C:6]1[S:5][C:4]([N:1]2[CH:31]=[C:30]([C:29]([O:33][CH2:34][CH3:35])=[O:32])[N:3]=[N:2]2)=[N:8][C:7]=1[CH3:9])=[O:11])[C:14]1[CH:19]=[CH:18][CH:17]=[CH:16][CH:15]=1, predict the reactants needed to synthesize it. The reactants are: [N:1]([C:4]1[S:5][C:6]([C:10]([NH:12][CH2:13][C:14]2[CH:19]=[CH:18][CH:17]=[CH:16][CH:15]=2)=[O:11])=[C:7]([CH3:9])[N:8]=1)=[N+:2]=[N-:3].C(N(CC)C(C)C)(C)C.[C:29]([O:33][CH2:34][CH3:35])(=[O:32])[C:30]#[CH:31]. (2) Given the product [CH3:37][CH:36]([CH3:38])[CH2:35][C@@H:31]([C:32](=[O:33])[NH:2][CH:3]([C:4]([O:6][CH2:7][C:8]1[CH:13]=[CH:12][CH:11]=[CH:10][CH:9]=1)=[O:5])[C:14]1[CH:15]=[CH:16][C:17]([C:20]2[CH:25]=[CH:24][CH:23]=[CH:22][CH:21]=2)=[CH:18][CH:19]=1)[CH2:30][C:28]([O:26][CH3:39])=[O:29], predict the reactants needed to synthesize it. The reactants are: Cl.[NH2:2][CH:3]([C:14]1[CH:19]=[CH:18][C:17]([C:20]2[CH:25]=[CH:24][CH:23]=[CH:22][CH:21]=2)=[CH:16][CH:15]=1)[C:4]([O:6][CH2:7][C:8]1[CH:13]=[CH:12][CH:11]=[CH:10][CH:9]=1)=[O:5].[O:26]([C:28]([CH2:30][C@@H:31]([CH2:35][CH:36]([CH3:38])[CH3:37])[C:32](O)=[O:33])=[O:29])O.[CH2:39](Cl)CCl.C1C=CC2N(O)N=NC=2C=1.CN1CCOCC1. (3) Given the product [CH2:15]([O:14][C:11]1[CH:12]=[CH:13][C:8](/[CH:7]=[CH:6]/[C:5]([OH:21])=[O:4])=[CH:9][C:10]=1[O:19][CH3:20])[CH2:16][CH2:17][CH3:18], predict the reactants needed to synthesize it. The reactants are: [OH-].[K+].C[O:4][C:5](=[O:21])/[CH:6]=[CH:7]/[C:8]1[CH:13]=[CH:12][C:11]([O:14][CH2:15][CH2:16][CH2:17][CH3:18])=[C:10]([O:19][CH3:20])[CH:9]=1. (4) Given the product [ClH:1].[CH2:24]([C:25]1([CH2:26][CH2:27][CH2:28][CH3:29])[C:12]2[NH:13][C:14]3[C:19](=[CH:18][CH:17]=[CH:16][CH:15]=3)[C:11]=2[CH2:10][C@H:9]([C:5]2[O:6][C:7]([CH3:8])=[C:3]([CH3:2])[N:4]=2)[NH:20]1)[CH2:23][CH2:22][CH3:21], predict the reactants needed to synthesize it. The reactants are: [ClH:1].[CH3:2][C:3]1[N:4]=[C:5]([C@H:9]([NH2:20])[CH2:10][C:11]2[C:19]3[C:14](=[CH:15][CH:16]=[CH:17][CH:18]=3)[NH:13][CH:12]=2)[O:6][C:7]=1[CH3:8].[CH3:21][CH2:22][CH2:23][CH2:24][C:25](=O)[CH2:26][CH2:27][CH2:28][CH3:29]. (5) Given the product [CH3:14][O:13][C:8]1[CH:9]=[CH:10][CH:11]=[CH:12][C:7]=1[O:6][CH2:5][CH2:4][CH2:3][CH2:2][N:29]1[CH2:30][CH2:31][CH:26]([C:22]2[CH:21]=[C:20]([NH:19][C:17](=[O:18])[CH:16]([CH3:15])[CH3:32])[CH:25]=[CH:24][CH:23]=2)[CH2:27][CH2:28]1, predict the reactants needed to synthesize it. The reactants are: Cl[CH2:2][CH2:3][CH2:4][CH2:5][O:6][C:7]1[CH:12]=[CH:11][CH:10]=[CH:9][C:8]=1[O:13][CH3:14].[CH3:15][CH:16]([CH3:32])[C:17]([NH:19][C:20]1[CH:25]=[CH:24][CH:23]=[C:22]([CH:26]2[CH2:31][CH2:30][NH:29][CH2:28][CH2:27]2)[CH:21]=1)=[O:18]. (6) Given the product [Br:1][C:2]1[CH:7]=[CH:6][C:5]([O:8][CH2:9][CH2:10][CH2:11][N:17]2[CH2:18][CH2:19][N:14]([CH3:13])[CH2:15][CH2:16]2)=[CH:4][CH:3]=1, predict the reactants needed to synthesize it. The reactants are: [Br:1][C:2]1[CH:7]=[CH:6][C:5]([O:8][CH2:9][CH2:10][CH2:11]Br)=[CH:4][CH:3]=1.[CH3:13][N:14]1[CH2:19][CH2:18][NH:17][CH2:16][CH2:15]1.C([O-])([O-])=O.[Cs+].[Cs+].C(OCC)(=O)C. (7) Given the product [F:23][C:18]1[CH:19]=[CH:20][CH:21]=[CH:22][C:17]=1[N:7]1[C:6](=[O:24])[C:5]2=[CH:4][N:41]([CH2:40][C:36]3[CH:35]=[C:34]4[C:39](=[CH:38][CH:37]=3)[NH:31][CH:32]=[CH:33]4)[C:11]3[CH:12]=[CH:13][CH:14]=[CH:15][C:10]=3[C:9]2=[N:8]1, predict the reactants needed to synthesize it. The reactants are: C(O/[CH:4]=[C:5]1\[C:6](=[O:24])[N:7]([C:17]2[CH:22]=[CH:21][CH:20]=[CH:19][C:18]=2[F:23])[N:8]=[C:9]\1[C:10]1[CH:15]=[CH:14][CH:13]=[CH:12][C:11]=1F)C.C(=O)([O-])[O-].[K+].[K+].[NH:31]1[C:39]2[C:34](=[CH:35][C:36]([CH2:40][NH2:41])=[CH:37][CH:38]=2)[CH:33]=[CH:32]1.